Dataset: Peptide-MHC class II binding affinity with 134,281 pairs from IEDB. Task: Regression. Given a peptide amino acid sequence and an MHC pseudo amino acid sequence, predict their binding affinity value. This is MHC class II binding data. (1) The peptide sequence is NKALELFRKDIAAKY. The MHC is H-2-IAb with pseudo-sequence H-2-IAb. The binding affinity (normalized) is 0.0525. (2) The peptide sequence is SVLLVVVLFAVFLGS. The MHC is DRB1_0101 with pseudo-sequence DRB1_0101. The binding affinity (normalized) is 0.0663. (3) The peptide sequence is GELQIVDHIDAAFKI. The MHC is DRB3_0202 with pseudo-sequence DRB3_0202. The binding affinity (normalized) is 0.151. (4) The peptide sequence is PLYKLVHVFINTQYA. The MHC is DRB1_1001 with pseudo-sequence DRB1_1001. The binding affinity (normalized) is 0.856.